This data is from Full USPTO retrosynthesis dataset with 1.9M reactions from patents (1976-2016). The task is: Predict the reactants needed to synthesize the given product. (1) Given the product [F:20][C:19]([F:22])([F:21])[C:17]([OH:23])=[O:18].[CH2:2]1[C:3]2([CH2:8][CH2:7][CH:6]([NH2:9])[CH2:5][CH2:4]2)[CH2:1]1, predict the reactants needed to synthesize it. The reactants are: [CH2:1]1[C:3]2([CH2:8][CH2:7][CH:6]([NH:9]C(=O)OC(C)(C)C)[CH2:5][CH2:4]2)[CH2:2]1.[C:17]([OH:23])([C:19]([F:22])([F:21])[F:20])=[O:18]. (2) The reactants are: [F:1][C:2]1[CH:10]=[C:9]2[C:5]([CH:6]=[N:7][NH:8]2)=[CH:4][C:3]=1/[CH:11]=[C:12](/[C:15](=O)[CH3:16])\[C:13]#[N:14].[NH2:18][C:19]([C:23]([F:26])([F:25])[F:24])=[CH:20][C:21]#[N:22]. Given the product [F:1][C:2]1[CH:10]=[C:9]2[C:5]([CH:6]=[N:7][NH:8]2)=[CH:4][C:3]=1[CH:11]1[C:20]([C:21]#[N:22])=[C:19]([C:23]([F:26])([F:25])[F:24])[NH:18][C:15]([CH3:16])=[C:12]1[C:13]#[N:14], predict the reactants needed to synthesize it. (3) Given the product [CH2:37]([N:28]([CH2:29][C:30]([O:32][CH2:33][CH3:34])=[O:31])[C:18]1[C:17](=[O:35])[C:16]2[C:21](=[CH:22][C:13]([NH:12][CH:6]3[CH2:7][CH2:8][CH2:9][CH2:10][CH2:11]3)=[C:14]([F:36])[CH:15]=2)[N:20]([CH:23]([CH2:26][CH3:27])[CH2:24][CH3:25])[CH:19]=1)[C:38]1[CH:43]=[CH:42][CH:41]=[CH:40][CH:39]=1, predict the reactants needed to synthesize it. The reactants are: CN(C=O)C.[CH:6]1([NH:12][C:13]2[CH:22]=[C:21]3[C:16]([C:17](=[O:35])[C:18]([NH:28][CH2:29][C:30]([O:32][CH2:33][CH3:34])=[O:31])=[CH:19][N:20]3[CH:23]([CH2:26][CH3:27])[CH2:24][CH3:25])=[CH:15][C:14]=2[F:36])[CH2:11][CH2:10][CH2:9][CH2:8][CH2:7]1.[CH2:37](Br)[C:38]1[CH:43]=[CH:42][CH:41]=[CH:40][CH:39]=1.C(=O)([O-])[O-].[K+].[K+]. (4) Given the product [Cl:18][C:15]1[CH:16]=[CH:17][C:12]([CH2:11][N:10]2[C:9]3[C:8](=[O:19])[N:7]([CH3:20])[C:6](=[O:21])[N:5]([CH3:22])[C:4]=3[N:3]=[C:2]2[S:31][C:27]2[CH:28]=[CH:29][CH:30]=[C:25]([C:24]([F:23])([F:32])[F:33])[CH:26]=2)=[CH:13][CH:14]=1, predict the reactants needed to synthesize it. The reactants are: Br[C:2]1[N:10]([CH2:11][C:12]2[CH:17]=[CH:16][C:15]([Cl:18])=[CH:14][CH:13]=2)[C:9]2[C:8](=[O:19])[N:7]([CH3:20])[C:6](=[O:21])[N:5]([CH3:22])[C:4]=2[N:3]=1.[F:23][C:24]([F:33])([F:32])[C:25]1[CH:26]=[C:27]([SH:31])[CH:28]=[CH:29][CH:30]=1.C(=O)([O-])[O-].[K+].[K+]. (5) The reactants are: Cl[C:2]1[C:3]([C:8]2[CH:13]=[C:12]([S:14][CH3:15])[N:11]=[CH:10][N:9]=2)=[N:4][CH:5]=[CH:6][N:7]=1.[NH2:16][C:17]1[C:22]([F:23])=[CH:21][N:20]=[C:19]([NH:24][S:25]([CH2:28][CH2:29][CH3:30])(=[O:27])=[O:26])[C:18]=1[F:31].CC1(C)C2C(=C(P(C3C=CC=CC=3)C3C=CC=CC=3)C=CC=2)OC2C(P(C3C=CC=CC=3)C3C=CC=CC=3)=CC=CC1=2.C([O-])([O-])=O.[Cs+].[Cs+]. Given the product [F:31][C:18]1[C:19]([NH:24][S:25]([CH2:28][CH2:29][CH3:30])(=[O:27])=[O:26])=[N:20][CH:21]=[C:22]([F:23])[C:17]=1[NH:16][C:2]1[C:3]([C:8]2[CH:13]=[C:12]([S:14][CH3:15])[N:11]=[CH:10][N:9]=2)=[N:4][CH:5]=[CH:6][N:7]=1, predict the reactants needed to synthesize it. (6) Given the product [Cl:8][C:9]1[CH:10]=[CH:11][C:12]([CH2:13][CH:14]2[CH2:15][CH2:16][C:17]3[N:7]=[C:5]4[CH:4]=[N:3][N:2]([CH3:1])[C:6]4=[C:20]([OH:21])[C:18]=3[CH2:19]2)=[CH:26][CH:27]=1, predict the reactants needed to synthesize it. The reactants are: [CH3:1][N:2]1[CH:6]=[C:5]([NH2:7])[CH:4]=[N:3]1.[Cl:8][C:9]1[CH:27]=[CH:26][C:12]([CH2:13][CH:14]2[CH2:19][CH:18]([C:20](OCC)=[O:21])[C:17](=O)[CH2:16][CH2:15]2)=[CH:11][CH:10]=1. (7) Given the product [NH2:16][C:4]1[S:3][C:2]([C:37]2[CH:38]=[CH:33][CH:34]=[C:35]([CH2:39][N:40]3[CH2:45][CH2:44][O:43][CH2:42][CH2:41]3)[CH:36]=2)=[N:6][C:5]=1[C:7]([NH:8][C:9]1[CH:10]=[N:11][N:12]([CH3:14])[CH:13]=1)=[O:15], predict the reactants needed to synthesize it. The reactants are: Br[C:2]1[S:3][C:4]([NH:16]C(=O)OC(C)(C)C)=[C:5]([C:7](=[O:15])[NH:8][C:9]2[CH:10]=[N:11][N:12]([CH3:14])[CH:13]=2)[N:6]=1.B1([C:33]2[CH:38]=[CH:37][CH:36]=[C:35]([CH2:39][N:40]3[CH2:45][CH2:44][O:43][CH2:42][CH2:41]3)[CH:34]=2)OC(C)(C)C(C)(C)O1. (8) The reactants are: [CH3:1][C:2]([Si:5](Cl)([CH3:7])[CH3:6])([CH3:4])[CH3:3].CN(C)C=O.[Cl:14][C:15]1[CH:20]=[C:19]([Cl:21])[C:18]([I:22])=[CH:17][C:16]=1[OH:23].N1C=CN=C1. Given the product [C:2]([Si:5]([O:23][C:16]1[CH:17]=[C:18]([I:22])[C:19]([Cl:21])=[CH:20][C:15]=1[Cl:14])([CH3:7])[CH3:6])([CH3:4])([CH3:3])[CH3:1], predict the reactants needed to synthesize it. (9) Given the product [CH2:1]([O:5][CH2:6][CH2:7][O:8][C:9]1[CH:10]=[CH:11][C:12]([C:15]2[CH:16]=[CH:17][C:18]3[N:24]([C:25](=[O:30])[C:26]([F:28])([F:29])[F:27])[CH2:23][CH2:22][C:21]([C:31]([NH:33][C:34]4[CH:39]=[CH:38][C:37]([CH:40]([OH:47])[C:41]5[CH:46]=[CH:45][CH:44]=[CH:43][N+:42]=5[O-:59])=[C:36]([O:48][CH3:49])[CH:35]=4)=[O:32])=[CH:20][C:19]=3[CH:50]=2)=[CH:13][CH:14]=1)[CH2:2][CH2:3][CH3:4], predict the reactants needed to synthesize it. The reactants are: [CH2:1]([O:5][CH2:6][CH2:7][O:8][C:9]1[CH:14]=[CH:13][C:12]([C:15]2[CH:16]=[CH:17][C:18]3[N:24]([C:25](=[O:30])[C:26]([F:29])([F:28])[F:27])[CH2:23][CH2:22][C:21]([C:31]([NH:33][C:34]4[CH:39]=[CH:38][C:37]([CH:40]([OH:47])[C:41]5[CH:46]=[CH:45][CH:44]=[CH:43][N:42]=5)=[C:36]([O:48][CH3:49])[CH:35]=4)=[O:32])=[CH:20][C:19]=3[CH:50]=2)=[CH:11][CH:10]=1)[CH2:2][CH2:3][CH3:4].ClC1C=CC=C(C(OO)=[O:59])C=1.S([O-])([O-])(=O)=S.[Na+].[Na+].